Dataset: NCI-60 drug combinations with 297,098 pairs across 59 cell lines. Task: Regression. Given two drug SMILES strings and cell line genomic features, predict the synergy score measuring deviation from expected non-interaction effect. (1) Drug 1: C1CC(=O)NC(=O)C1N2CC3=C(C2=O)C=CC=C3N. Drug 2: B(C(CC(C)C)NC(=O)C(CC1=CC=CC=C1)NC(=O)C2=NC=CN=C2)(O)O. Cell line: OVCAR3. Synergy scores: CSS=-4.75, Synergy_ZIP=-1.78, Synergy_Bliss=-9.84, Synergy_Loewe=-13.3, Synergy_HSA=-9.61. (2) Drug 1: C1=C(C(=O)NC(=O)N1)N(CCCl)CCCl. Drug 2: CC1CCCC2(C(O2)CC(NC(=O)CC(C(C(=O)C(C1O)C)(C)C)O)C(=CC3=CSC(=N3)C)C)C. Cell line: UACC-257. Synergy scores: CSS=-3.18, Synergy_ZIP=-3.47, Synergy_Bliss=-4.98, Synergy_Loewe=-7.03, Synergy_HSA=-6.17. (3) Drug 1: C1=CC=C(C=C1)NC(=O)CCCCCCC(=O)NO. Drug 2: CN1C2=C(C=C(C=C2)N(CCCl)CCCl)N=C1CCCC(=O)O.Cl. Cell line: KM12. Synergy scores: CSS=0.890, Synergy_ZIP=-1.07, Synergy_Bliss=4.10, Synergy_Loewe=-9.23, Synergy_HSA=0.589. (4) Drug 1: CS(=O)(=O)C1=CC(=C(C=C1)C(=O)NC2=CC(=C(C=C2)Cl)C3=CC=CC=N3)Cl. Drug 2: CC(C)(C#N)C1=CC(=CC(=C1)CN2C=NC=N2)C(C)(C)C#N. Cell line: SF-539. Synergy scores: CSS=5.68, Synergy_ZIP=-2.55, Synergy_Bliss=-1.40, Synergy_Loewe=0.882, Synergy_HSA=-0.287. (5) Drug 1: CC(C1=C(C=CC(=C1Cl)F)Cl)OC2=C(N=CC(=C2)C3=CN(N=C3)C4CCNCC4)N. Drug 2: CC1OCC2C(O1)C(C(C(O2)OC3C4COC(=O)C4C(C5=CC6=C(C=C35)OCO6)C7=CC(=C(C(=C7)OC)O)OC)O)O. Cell line: CCRF-CEM. Synergy scores: CSS=47.0, Synergy_ZIP=-3.69, Synergy_Bliss=-6.14, Synergy_Loewe=-8.81, Synergy_HSA=-4.25. (6) Drug 1: CC(C)(C#N)C1=CC(=CC(=C1)CN2C=NC=N2)C(C)(C)C#N. Drug 2: CC(C)CN1C=NC2=C1C3=CC=CC=C3N=C2N. Cell line: HOP-92. Synergy scores: CSS=4.33, Synergy_ZIP=-0.139, Synergy_Bliss=-0.168, Synergy_Loewe=-3.13, Synergy_HSA=-2.91.